This data is from Peptide-MHC class II binding affinity with 134,281 pairs from IEDB. The task is: Regression. Given a peptide amino acid sequence and an MHC pseudo amino acid sequence, predict their binding affinity value. This is MHC class II binding data. The peptide sequence is AFILDGDNLFKKV. The MHC is DRB3_0101 with pseudo-sequence DRB3_0101. The binding affinity (normalized) is 0.778.